Dataset: Full USPTO retrosynthesis dataset with 1.9M reactions from patents (1976-2016). Task: Predict the reactants needed to synthesize the given product. (1) The reactants are: [Br:1][C:2]1[CH:3]=[C:4]([CH:8]=[CH:9][C:10]=1[CH3:11])[C:5](Cl)=[O:6].[NH2:12][C:13]([CH3:17])([CH3:16])[CH2:14][OH:15]. Given the product [Br:1][C:2]1[CH:3]=[C:4]([CH:8]=[CH:9][C:10]=1[CH3:11])[C:5]([NH:12][C:13]([CH3:17])([CH3:16])[CH2:14][OH:15])=[O:6], predict the reactants needed to synthesize it. (2) Given the product [Cl:1][C:2]1[C:3]2[CH:15]=[C:14]([CH3:16])[S:13][C:4]=2[N:5]=[C:6]([C:8]([C:21]2[CH:22]=[CH:23][C:18]([F:17])=[CH:19][CH:20]=2)=[O:10])[N:7]=1, predict the reactants needed to synthesize it. The reactants are: [Cl:1][C:2]1[C:3]2[CH:15]=[C:14]([CH3:16])[S:13][C:4]=2[N:5]=[C:6]([C:8]([O:10]CC)=O)[N:7]=1.[F:17][C:18]1[CH:23]=[CH:22][C:21]([Mg]Br)=[CH:20][CH:19]=1.C(OCC)C.Cl. (3) Given the product [OH:16][C:15]1[C:14]([CH3:18])=[C:13]([CH3:19])[C:12]([OH:20])=[C:11]([CH3:10])[C:17]=1[CH:28]([C:25]1[CH:26]=[CH:27][C:22]([F:21])=[CH:23][CH:24]=1)[CH2:29][CH2:30][C:31]([OH:33])=[O:32], predict the reactants needed to synthesize it. The reactants are: B(F)(F)F.CCOCC.[CH3:10][C:11]1[C:12]([OH:20])=[C:13]([CH3:19])[C:14]([CH3:18])=[C:15]([CH:17]=1)[OH:16].[F:21][C:22]1[CH:27]=[CH:26][C:25]([CH:28]2[O:33][C:31](=[O:32])[CH2:30][CH2:29]2)=[CH:24][CH:23]=1. (4) The reactants are: ClC1C=CC([C@@H]2CCN(C(OC(C)(C)C)=O)C[C@H]2C(OC)=O)=CC=1.[Cl:25][C:26]1[CH:31]=[CH:30][C:29]([C@@H:32]2[CH2:37][CH2:36][N:35]([CH2:38][C:39]([F:42])([F:41])[F:40])[CH2:34][C@H:33]2[C:43](OCC)=[O:44])=[CH:28][CH:27]=1. Given the product [Cl:25][C:26]1[CH:27]=[CH:28][C:29]([C@@H:32]2[CH2:37][CH2:36][N:35]([CH2:38][C:39]([F:40])([F:41])[F:42])[CH2:34][C@H:33]2[CH2:43][OH:44])=[CH:30][CH:31]=1, predict the reactants needed to synthesize it. (5) Given the product [CH:1]([C@@H:14]1[CH2:19][N:18]([C:35]([O:37][CH2:38][C:39]2[CH:44]=[CH:43][CH:42]=[CH:41][CH:40]=2)=[O:36])[CH2:17][CH2:16][N:15]1[C:20]([O:22][C:23]([CH3:26])([CH3:25])[CH3:24])=[O:21])([C:8]1[CH:9]=[CH:10][CH:11]=[CH:12][CH:13]=1)[C:2]1[CH:7]=[CH:6][CH:5]=[CH:4][CH:3]=1, predict the reactants needed to synthesize it. The reactants are: [CH:1]([C@@H:14]1[CH2:19][NH:18][CH2:17][CH2:16][N:15]1[C:20]([O:22][C:23]([CH3:26])([CH3:25])[CH3:24])=[O:21])([C:8]1[CH:13]=[CH:12][CH:11]=[CH:10][CH:9]=1)[C:2]1[CH:7]=[CH:6][CH:5]=[CH:4][CH:3]=1.C(N(CC)CC)C.Cl[C:35]([O:37][CH2:38][C:39]1[CH:44]=[CH:43][CH:42]=[CH:41][CH:40]=1)=[O:36]. (6) Given the product [CH3:32][C:20]1[N:19]([CH2:18][C:13]2[CH:14]=[CH:15][CH:16]=[CH:17][C:12]=2[C:8]2[CH:9]=[CH:10][CH:11]=[C:6]([C:4]([O:3][CH2:1][CH3:2])=[O:5])[CH:7]=2)[C:27]2[C:22]([C:21]=1[CH3:31])=[CH:23][C:24]([C:28](=[O:29])[NH:42][CH:39]([C:33]1[CH:38]=[CH:37][CH:36]=[CH:35][CH:34]=1)[CH2:40][CH3:41])=[CH:25][CH:26]=2, predict the reactants needed to synthesize it. The reactants are: [CH2:1]([O:3][C:4]([C:6]1[CH:7]=[C:8]([C:12]2[CH:17]=[CH:16][CH:15]=[CH:14][C:13]=2[CH2:18][N:19]2[C:27]3[C:22](=[CH:23][C:24]([C:28](O)=[O:29])=[CH:25][CH:26]=3)[C:21]([CH3:31])=[C:20]2[CH3:32])[CH:9]=[CH:10][CH:11]=1)=[O:5])[CH3:2].[C:33]1([CH:39]([NH2:42])[CH2:40][CH3:41])[CH:38]=[CH:37][CH:36]=[CH:35][CH:34]=1. (7) Given the product [CH3:27][S:24]([C:20]1[CH:19]=[C:18]([C:6]2[CH:5]=[C:4]3[C:9]([C:10]([N:12]4[CH2:17][CH2:16][O:15][CH2:14][CH2:13]4)=[N:11][C:2]([C:32]4[CH:33]=[CH:34][C:29]([NH2:28])=[N:30][CH:31]=4)=[N:3]3)=[CH:8][CH:7]=2)[CH:23]=[CH:22][CH:21]=1)(=[O:26])=[O:25], predict the reactants needed to synthesize it. The reactants are: Cl[C:2]1[N:11]=[C:10]([N:12]2[CH2:17][CH2:16][O:15][CH2:14][CH2:13]2)[C:9]2[C:4](=[CH:5][C:6]([C:18]3[CH:23]=[CH:22][CH:21]=[C:20]([S:24]([CH3:27])(=[O:26])=[O:25])[CH:19]=3)=[CH:7][CH:8]=2)[N:3]=1.[NH2:28][C:29]1[CH:34]=[CH:33][C:32](B2OC(C)(C)C(C)(C)O2)=[CH:31][N:30]=1.C(=O)([O-])[O-].[Cs+].[Cs+].CN(C=O)C. (8) Given the product [CH3:1][O:2][C:3]1[CH:4]=[CH:5][C:6]([C:9]2[NH:13][N:12]=[C:11]([CH3:14])[C:10]=2[NH:15][C:16](=[O:23])[C:17]2[CH:22]=[CH:21][CH:20]=[CH:19][CH:18]=2)=[CH:7][CH:8]=1, predict the reactants needed to synthesize it. The reactants are: [CH3:1][O:2][C:3]1[CH:8]=[CH:7][C:6]([C:9]2[NH:13][N:12]=[C:11]([CH3:14])[C:10]=2[NH2:15])=[CH:5][CH:4]=1.[C:16](Cl)(=[O:23])[C:17]1[CH:22]=[CH:21][CH:20]=[CH:19][CH:18]=1. (9) Given the product [Cl:31][C:26]1[CH:27]=[CH:28][CH:29]=[CH:30][C:25]=1[CH:24]=[CH:23][CH2:22][N:11]([CH2:12][C:13]#[CH:14])[S:8]([C:5]1[CH:6]=[CH:7][C:2]([CH3:1])=[CH:3][CH:4]=1)(=[O:10])=[O:9], predict the reactants needed to synthesize it. The reactants are: [CH3:1][C:2]1[CH:7]=[CH:6][C:5]([S:8]([NH:11][CH2:12][C:13]#[CH:14])(=[O:10])=[O:9])=[CH:4][CH:3]=1.C([O-])([O-])=O.[K+].[K+].Br[CH2:22]/[CH:23]=[CH:24]/[C:25]1[CH:30]=[CH:29][CH:28]=[CH:27][C:26]=1[Cl:31]. (10) Given the product [CH3:28][O:27][Si:22]([O:25][CH3:26])([C:16]1[CH:17]=[CH:18][CH:19]=[CH:20][CH:21]=1)[O:8][Si:7]([C:10]1[CH:15]=[CH:14][CH:13]=[CH:12][CH:11]=1)([C:1]1[CH:2]=[CH:3][CH:4]=[CH:5][CH:6]=1)[O:9][Si:22]([O:25][CH3:26])([O:27][CH3:28])[C:16]1[CH:21]=[CH:20][CH:19]=[CH:18][CH:17]=1, predict the reactants needed to synthesize it. The reactants are: [C:1]1([Si:7]([C:10]2[CH:15]=[CH:14][CH:13]=[CH:12][CH:11]=2)([OH:9])[OH:8])[CH:6]=[CH:5][CH:4]=[CH:3][CH:2]=1.[C:16]1([Si:22]([O:27][CH3:28])([O:25][CH3:26])OC)[CH:21]=[CH:20][CH:19]=[CH:18][CH:17]=1.